Task: Predict the reaction yield, written as a fraction of the theoretical maximum amount of product (1.0 means a 100% yield; for example, 0.34 means a 34% yield).. Dataset: Reaction yield outcomes from USPTO patents with 853,638 reactions (1) The reactants are [OH:1][C:2]1[CH:7]=[CH:6][C:5]([CH2:8][CH2:9][CH2:10][OH:11])=[CH:4][CH:3]=1.[H-].[Na+].Br[CH2:15][CH2:16][CH2:17][CH2:18][CH2:19][C:20]#[N:21]. The catalyst is CN(C=O)C. The product is [C:20]([CH2:19][CH2:18][CH2:17][CH2:16][CH2:15][O:1][C:2]1[CH:3]=[CH:4][C:5]([CH2:8][CH2:9][CH2:10][O:11][CH2:15][CH2:16][CH2:17][CH2:18][CH2:19][C:20]#[N:21])=[CH:6][CH:7]=1)#[N:21]. The yield is 0.300. (2) The reactants are [CH3:1][O:2][C:3](=[O:20])[CH2:4][CH2:5][C:6]1[C:7](=[O:19])[N:8]([CH2:11][C:12]2[CH:17]=[CH:16][C:15]([NH2:18])=[CH:14][CH:13]=2)[CH2:9][CH:10]=1.C(Cl)Cl.[C:24](Cl)(=[O:31])[C:25]1[CH:30]=[CH:29][CH:28]=[CH:27][CH:26]=1.C(NC(C)C)(C)C. No catalyst specified. The product is [CH3:1][O:2][C:3](=[O:20])[CH2:4][CH2:5][C:6]1[C:7](=[O:19])[N:8]([CH2:11][C:12]2[CH:13]=[CH:14][C:15]([NH:18][C:24](=[O:31])[C:25]3[CH:30]=[CH:29][CH:28]=[CH:27][CH:26]=3)=[CH:16][CH:17]=2)[CH2:9][CH:10]=1. The yield is 0.870. (3) The reactants are [CH2:1]([C:8]1([NH:12]C([NH:12][C:8]2([CH2:1][C:2]3[CH:7]=[CH:6][CH:5]=[CH:4][CH:3]=3)[CH2:11][CH2:10][CH2:9]2)=O)[CH2:11][CH2:10][CH2:9]1)[C:2]1[CH:7]=[CH:6][CH:5]=[CH:4][CH:3]=1.[OH-].[K+]. The catalyst is C(O)CO.O. The product is [CH2:1]([C:8]1([NH2:12])[CH2:11][CH2:10][CH2:9]1)[C:2]1[CH:7]=[CH:6][CH:5]=[CH:4][CH:3]=1. The yield is 0.970. (4) The reactants are [CH2:1]([C@H:3]1[C@@H:7]([C:8]2[N:12]3[C:13]4[CH:19]=[CH:18][N:17]([S:20]([C:23]5[CH:29]=[CH:28][C:26]([CH3:27])=[CH:25][CH:24]=5)(=[O:22])=[O:21])[C:14]=4[N:15]=[CH:16][C:11]3=[N:10][N:9]=2)[CH2:6][C@@H:5]([NH:30]C(=O)C)[CH2:4]1)[CH3:2].Cl. The catalyst is O1CCOCC1. The product is [CH2:1]([C@H:3]1[C@@H:7]([C:8]2[N:12]3[C:13]4[CH:19]=[CH:18][N:17]([S:20]([C:23]5[CH:24]=[CH:25][C:26]([CH3:27])=[CH:28][CH:29]=5)(=[O:22])=[O:21])[C:14]=4[N:15]=[CH:16][C:11]3=[N:10][N:9]=2)[CH2:6][C@@H:5]([NH2:30])[CH2:4]1)[CH3:2]. The yield is 0.560. (5) The reactants are [NH2:1][C:2]1[CH:10]=[C:9]([O:11][CH3:12])[CH:8]=[C:7]([O:13][CH3:14])[C:3]=1[C:4]([NH2:6])=[O:5].[N:15]1([C:21]2[CH:28]=[CH:27][C:24]([CH:25]=O)=[CH:23][CH:22]=2)[CH2:20][CH2:19][O:18][CH2:17][CH2:16]1.S([O-])(O)=O.[Na+].C1(C)C=CC(S(O)(=O)=O)=CC=1. The catalyst is CN(C)C(=O)C.O. The product is [CH3:14][O:13][C:7]1[CH:8]=[C:9]([O:11][CH3:12])[CH:10]=[C:2]2[C:3]=1[C:4](=[O:5])[NH:6][C:25]([C:24]1[CH:23]=[CH:22][C:21]([N:15]3[CH2:20][CH2:19][O:18][CH2:17][CH2:16]3)=[CH:28][CH:27]=1)=[N:1]2. The yield is 0.390. (6) The yield is 0.660. The catalyst is O. The reactants are [F:1][C:2]([F:12])([CH:8]([OH:11])[CH2:9][CH3:10])[C:3]([O:5][CH2:6][CH3:7])=[O:4].C(Cl)(Cl)Cl.[C:17](Cl)(=[O:21])[C:18]([CH3:20])=[CH2:19].C(N(CC)CC)C. The product is [C:17]([O:11][CH:8]([CH2:9][CH3:10])[C:2]([C:3]([O:5][CH2:6][CH3:7])=[O:4])([F:12])[F:1])(=[O:21])[C:18]([CH3:20])=[CH2:19]. (7) The reactants are [N+:1]([C:4]1[CH:5]=[C:6]([CH:8]=[CH:9][CH:10]=1)[NH2:7])([O-:3])=[O:2].N1C=CC=CC=1.[CH3:17][S:18](Cl)(=[O:20])=[O:19].Cl. The catalyst is ClCCl. The product is [N+:1]([C:4]1[CH:5]=[C:6]([NH:7][S:18]([CH3:17])(=[O:20])=[O:19])[CH:8]=[CH:9][CH:10]=1)([O-:3])=[O:2]. The yield is 0.830. (8) The reactants are C[O:2][C:3](=O)[C:4]1[CH:9]=[CH:8][CH:7]=[N:6][C:5]=1[NH:10][C:11]([NH:13][C:14]1[CH:15]=[CH:16][CH:17]=[C:18]2[C:22]=1[CH:21]1[CH2:23][CH2:24][CH2:25][CH2:26][N:20]1[C:19]2=[O:27])=[O:12]. The catalyst is C1(C)C=CC=CC=1.N1C=CC=CC=1. The product is [O:27]=[C:19]1[C:18]2[C:22](=[C:14]([N:13]3[C:3](=[O:2])[C:4]4[CH:9]=[CH:8][CH:7]=[N:6][C:5]=4[NH:10][C:11]3=[O:12])[CH:15]=[CH:16][CH:17]=2)[CH:21]2[CH2:23][CH2:24][CH2:25][CH2:26][N:20]12. The yield is 0.570.